Dataset: Reaction yield outcomes from USPTO patents with 853,638 reactions. Task: Predict the reaction yield, written as a fraction of the theoretical maximum amount of product (1.0 means a 100% yield; for example, 0.34 means a 34% yield). The reactants are C([N:8]1[CH2:13][CH2:12][CH:11]([N:14]2[CH2:19][C:18]3[CH:20]=[CH:21][CH:22]=[CH:23][C:17]=3[NH:16][S:15]2(=[O:25])=[O:24])[CH2:10][CH2:9]1)C1C=CC=CC=1. The catalyst is CO.[Pd]. The product is [NH:8]1[CH2:9][CH2:10][CH:11]([N:14]2[CH2:19][C:18]3[CH:20]=[CH:21][CH:22]=[CH:23][C:17]=3[NH:16][S:15]2(=[O:25])=[O:24])[CH2:12][CH2:13]1. The yield is 0.750.